This data is from Full USPTO retrosynthesis dataset with 1.9M reactions from patents (1976-2016). The task is: Predict the reactants needed to synthesize the given product. (1) Given the product [Cl:33][C:31]1[CH:30]=[CH:29][C:28]([N:34]2[CH2:39][CH:38]([CH3:40])[CH2:37][CH:36]([CH3:41])[CH2:35]2)=[C:27]([CH:32]=1)[C:26]([NH:25][CH:4]([CH2:5][C:6]1[CH:7]=[CH:8][C:9]([C:12]2[CH:17]=[CH:16][CH:15]=[CH:14][C:13]=2[O:18][C:19]2[CH:20]=[CH:21][CH:22]=[CH:23][CH:24]=2)=[CH:10][CH:11]=1)[C:3]([OH:43])=[O:2])=[O:42], predict the reactants needed to synthesize it. The reactants are: C[O:2][C:3](=[O:43])[CH:4]([NH:25][C:26](=[O:42])[C:27]1[CH:32]=[C:31]([Cl:33])[CH:30]=[CH:29][C:28]=1[N:34]1[CH2:39][CH:38]([CH3:40])[CH2:37][CH:36]([CH3:41])[CH2:35]1)[CH2:5][C:6]1[CH:11]=[CH:10][C:9]([C:12]2[CH:17]=[CH:16][CH:15]=[CH:14][C:13]=2[O:18][C:19]2[CH:24]=[CH:23][CH:22]=[CH:21][CH:20]=2)=[CH:8][CH:7]=1.[Li+].[OH-]. (2) Given the product [Cl:3][C:4]1[CH:9]=[CH:8][C:7]([CH:10]([NH:23][C:24](=[O:30])[O:25][C:26]([CH3:29])([CH3:28])[CH3:27])[CH2:11][CH2:12][NH:13][C:14]([NH2:33])=[O:15])=[CH:6][CH:5]=1, predict the reactants needed to synthesize it. The reactants are: [Cl-].[NH4+].[Cl:3][C:4]1[CH:9]=[CH:8][C:7]([CH:10]([NH:23][C:24](=[O:30])[O:25][C:26]([CH3:29])([CH3:28])[CH3:27])[CH2:11][CH2:12][NH:13][C:14](OC2C=CC=CC=2)=[O:15])=[CH:6][CH:5]=1.C([N:33](CC)CC)C.